From a dataset of Forward reaction prediction with 1.9M reactions from USPTO patents (1976-2016). Predict the product of the given reaction. (1) Given the reactants C([N-]C(C)C)(C)C.[Li+].[N:9]1[CH:14]=[CH:13][C:12]([CH3:15])=[CH:11][CH:10]=1.[CH2:16]([O:23][C:24]1[CH:35]=[CH:34][C:27]([C:28](N(OC)C)=[O:29])=[CH:26][CH:25]=1)[C:17]1[CH:22]=[CH:21][CH:20]=[CH:19][CH:18]=1.C(=O)(O)[O-].[Na+], predict the reaction product. The product is: [CH2:16]([O:23][C:24]1[CH:25]=[CH:26][C:27]([C:28](=[O:29])[CH2:15][C:12]2[CH:13]=[CH:14][N:9]=[CH:10][CH:11]=2)=[CH:34][CH:35]=1)[C:17]1[CH:18]=[CH:19][CH:20]=[CH:21][CH:22]=1. (2) Given the reactants [CH2:1]([O:3][P:4]([CH2:9][O:10][C:11]1[CH:16]=[CH:15][C:14](OC)=[CH:13][C:12]=1[N+:19]([O-:21])=[O:20])([O:6][CH2:7][CH3:8])=[O:5])[CH3:2].[CH2:22]([Sn](CCCC)(CCCC)C=C)[CH2:23]CC, predict the reaction product. The product is: [CH2:7]([O:6][P:4]([CH2:9][O:10][C:11]1[CH:16]=[CH:15][C:14]([CH:22]=[CH2:23])=[CH:13][C:12]=1[N+:19]([O-:21])=[O:20])([O:3][CH2:1][CH3:2])=[O:5])[CH3:8]. (3) Given the reactants C[N:2](C)/[CH:3]=[CH:4]/[C:5]([C:7]1[C:12](=[O:13])[CH:11]=[CH:10][N:9]([C:14]2[CH:19]=[CH:18][C:17]([S:20]([CH3:23])(=[O:22])=[O:21])=[CH:16][CH:15]=2)[N:8]=1)=O.[Cl:25][C:26]1[CH:27]=[C:28]([NH:32]N)[CH:29]=[CH:30][CH:31]=1, predict the reaction product. The product is: [Cl:25][C:26]1[CH:27]=[C:28]([N:32]2[C:5]([C:7]3[C:12](=[O:13])[CH:11]=[CH:10][N:9]([C:14]4[CH:19]=[CH:18][C:17]([S:20]([CH3:23])(=[O:22])=[O:21])=[CH:16][CH:15]=4)[N:8]=3)=[CH:4][CH:3]=[N:2]2)[CH:29]=[CH:30][CH:31]=1. (4) Given the reactants [Cl:1][C:2]1[CH:11]=[C:10]([C:12](Cl)=[O:13])[C:9]2[C:4](=[CH:5][CH:6]=[CH:7][CH:8]=2)[N:3]=1.[CH2:15]([N:17](CC)[CH2:18]C)C.Cl.CNC, predict the reaction product. The product is: [CH3:15][N:17]([CH3:18])[C:12]([C:10]1[C:9]2[C:4](=[CH:5][CH:6]=[CH:7][CH:8]=2)[N:3]=[C:2]([Cl:1])[CH:11]=1)=[O:13]. (5) Given the reactants [CH2:1]([O:8][C:9](=[O:32])[CH2:10][C@@H:11](NC(OC(C)(C)C)=O)[C:12]([NH:14][C@H:15]([C:20](=[O:23])[NH:21][CH3:22])[C:16]([CH3:19])([CH3:18])[CH3:17])=[O:13])[C:2]1[CH:7]=[CH:6][CH:5]=[CH:4][CH:3]=1.C(OC(=O)C[C@@H]([C:47]1[CH:51]=[CH:50][N:49]([C:52]2[CH:57]=[CH:56][C:55]([F:58])=[CH:54][CH:53]=2)[CH:48]=1)C(O)=O)C1C=CC=CC=1.CNC(=O)[C@H](C(C)(C)C)N.CN(C(ON1N=NC2C=CC=CC1=2)=[N+](C)C)C.[B-](F)(F)(F)F, predict the reaction product. The product is: [CH2:1]([O:8][C:9](=[O:32])[CH2:10][C@@H:11]([C:47]1[CH:51]=[CH:50][N:49]([C:52]2[CH:57]=[CH:56][C:55]([F:58])=[CH:54][CH:53]=2)[CH:48]=1)[C:12]([NH:14][C@H:15]([C:20](=[O:23])[NH:21][CH3:22])[C:16]([CH3:17])([CH3:18])[CH3:19])=[O:13])[C:2]1[CH:3]=[CH:4][CH:5]=[CH:6][CH:7]=1. (6) Given the reactants [CH2:1]1[C:9]2[C:4](=[CH:5][C:6]([NH:10][CH:11]3[CH2:16][CH2:15][N:14]([CH2:17][C:18]4[CH:23]=[CH:22][N:21]=[C:20]([C:24]5[CH:29]=[C:28]([O:30][CH3:31])[C:27]([O:32][CH3:33])=[C:26]([O:34][CH3:35])[CH:25]=5)[CH:19]=4)[CH2:13][CH2:12]3)=[CH:7][CH:8]=2)[CH2:3][CH2:2]1.[Cl:36][CH2:37][C:38]1[CH:43]=[CH:42][N:41]=[C:40]([C:44]2[CH:49]=[C:48]([O:50][CH3:51])[C:47]([O:52][CH3:53])=[C:46]([O:54][CH3:55])[CH:45]=2)[CH:39]=1, predict the reaction product. The product is: [ClH:36].[ClH:36].[ClH:36].[CH2:1]1[C:9]2[C:4](=[CH:5][C:6]([N:10]([CH:11]3[CH2:12][CH2:13][N:14]([CH2:17][C:18]4[CH:23]=[CH:22][N:21]=[C:20]([C:24]5[CH:29]=[C:28]([O:30][CH3:31])[C:27]([O:32][CH3:33])=[C:26]([O:34][CH3:35])[CH:25]=5)[CH:19]=4)[CH2:15][CH2:16]3)[CH2:37][C:38]3[CH:43]=[CH:42][N:41]=[C:40]([C:44]4[CH:49]=[C:48]([O:50][CH3:51])[C:47]([O:52][CH3:53])=[C:46]([O:54][CH3:55])[CH:45]=4)[CH:39]=3)=[CH:7][CH:8]=2)[CH2:3][CH2:2]1. (7) Given the reactants [Cl-].[Al+3].[Cl-].[Cl-].[Br:5][C:6]1[CH:7]=[C:8]([OH:12])[CH:9]=[CH:10][CH:11]=1.[C:13](Cl)(=[O:15])[CH3:14].Cl, predict the reaction product. The product is: [Br:5][C:6]1[CH:11]=[CH:10][C:9]([C:13](=[O:15])[CH3:14])=[C:8]([OH:12])[CH:7]=1.